This data is from CYP2C19 inhibition data for predicting drug metabolism from PubChem BioAssay. The task is: Regression/Classification. Given a drug SMILES string, predict its absorption, distribution, metabolism, or excretion properties. Task type varies by dataset: regression for continuous measurements (e.g., permeability, clearance, half-life) or binary classification for categorical outcomes (e.g., BBB penetration, CYP inhibition). Dataset: cyp2c19_veith. (1) The result is 0 (non-inhibitor). The molecule is NC(N)=NC(N)=Nc1ccc(C(=O)O)cc1. (2) The result is 0 (non-inhibitor). The drug is COc1ccc(CNc2cc(-c3cccnc3)ncn2)c(OC)c1. (3) The compound is Cc1nc2cnc(Oc3ccccc3)nc2n(-c2ccccc2)c1=O. The result is 0 (non-inhibitor). (4) The molecule is Cc1ccc(NC(=O)N/C=C/c2ccc(Cl)cc2)cc1. The result is 0 (non-inhibitor). (5) The molecule is O=[N+]([O-])c1ccccc1N=Nc1c(O)[nH]c2ccc(S(=O)(=O)O)cc12. The result is 0 (non-inhibitor). (6) The compound is CCOC(=O)N1CCN(C(=O)Cc2ccsc2)CC1. The result is 1 (inhibitor). (7) The drug is Cc1sc2nc(SCc3nc(-c4cccs4)no3)n(-c3ccccc3)c(=O)c2c1C. The result is 0 (non-inhibitor). (8) The compound is CC(=O)[C@@H]1CC[C@@H]2[C@@H]3CCC4=CC(=O)CC[C@@]4(C)[C@H]3CC[C@@]12C. The result is 0 (non-inhibitor).